Dataset: Full USPTO retrosynthesis dataset with 1.9M reactions from patents (1976-2016). Task: Predict the reactants needed to synthesize the given product. (1) Given the product [NH2:17][C:18]1[CH:23]=[CH:22][C:21]([S:24][C:25]2[CH:30]=[CH:29][C:28]([C:31]([NH:32][C:33]3[CH:38]=[CH:37][C:36]([Br:39])=[CH:35][N:34]=3)=[O:40])=[CH:27][C:26]=2[NH:41][C:42]2[C:43]3[CH:51]=[CH:50][C:49]([CH:52]([CH3:54])[CH3:53])=[N:48][C:44]=3[N:45]=[CH:46][N:47]=2)=[CH:20][CH:19]=1, predict the reactants needed to synthesize it. The reactants are: C1C2C(COC(=O)[NH:17][C:18]3[CH:23]=[CH:22][C:21]([S:24][C:25]4[CH:30]=[CH:29][C:28]([C:31](=[O:40])[NH:32][C:33]5[CH:38]=[CH:37][C:36]([Br:39])=[CH:35][N:34]=5)=[CH:27][C:26]=4[NH:41][C:42]4[C:43]5[CH:51]=[CH:50][C:49]([CH:52]([CH3:54])[CH3:53])=[N:48][C:44]=5[N:45]=[CH:46][N:47]=4)=[CH:20][CH:19]=3)C3C(=CC=CC=3)C=2C=CC=1.O1CCCC1.[F-].C([N+](CCCC)(CCCC)CCCC)CCC. (2) Given the product [CH3:1][S:2]([N:5]1[CH2:10][CH:9]=[C:8]([N:12]2[CH2:17][CH2:16][O:15][CH2:14][CH2:13]2)[CH2:7][CH2:6]1)(=[O:4])=[O:3], predict the reactants needed to synthesize it. The reactants are: [CH3:1][S:2]([N:5]1[CH2:10][CH2:9][C:8](=O)[CH2:7][CH2:6]1)(=[O:4])=[O:3].[NH:12]1[CH2:17][CH2:16][O:15][CH2:14][CH2:13]1.CC1CCNCC1.C1(C)C=CC(S(O)(=O)=O)=CC=1. (3) Given the product [Cl:32][C:29]1[CH:30]=[CH:31][C:26](/[CH:25]=[N:24]/[NH:23][C:21]([C:10]2[CH:11]=[C:12]([N:15]3[CH2:20][CH2:19][CH2:18][CH2:17][CH2:16]3)[CH:13]=[CH:14][C:9]=2[NH:8][C:6]([C:5]2[CH:4]=[C:3]([CH:39]=[CH:38][CH:37]=2)[CH2:2][N:40]2[CH2:50][CH2:49][CH:43]([C:44]([O:46][CH2:47][CH3:48])=[O:45])[CH2:42][CH2:41]2)=[O:7])=[O:22])=[CH:27][C:28]=1[C:33]([F:36])([F:34])[F:35], predict the reactants needed to synthesize it. The reactants are: Br[CH2:2][C:3]1[CH:4]=[C:5]([CH:37]=[CH:38][CH:39]=1)[C:6]([NH:8][C:9]1[CH:14]=[CH:13][C:12]([N:15]2[CH2:20][CH2:19][CH2:18][CH2:17][CH2:16]2)=[CH:11][C:10]=1[C:21]([NH:23]/[N:24]=[CH:25]/[C:26]1[CH:31]=[CH:30][C:29]([Cl:32])=[C:28]([C:33]([F:36])([F:35])[F:34])[CH:27]=1)=[O:22])=[O:7].[NH:40]1[CH2:50][CH2:49][CH:43]([C:44]([O:46][CH2:47][CH3:48])=[O:45])[CH2:42][CH2:41]1.C(=O)([O-])[O-].[K+].[K+]. (4) Given the product [CH2:3]([C:5]([S:26]([CH3:29])(=[O:28])=[O:27])([CH2:11][CH2:12][N:13]1[CH:18]=[CH:17][C:16]([C:19]2[CH:24]=[CH:23][CH:22]=[CH:21][CH:20]=2)=[CH:15][C:14]1=[O:25])[C:6]([OH:8])=[O:7])[CH3:4], predict the reactants needed to synthesize it. The reactants are: [OH-].[K+].[CH2:3]([C:5]([S:26]([CH3:29])(=[O:28])=[O:27])([CH2:11][CH2:12][N:13]1[CH:18]=[CH:17][C:16]([C:19]2[CH:24]=[CH:23][CH:22]=[CH:21][CH:20]=2)=[CH:15][C:14]1=[O:25])[C:6]([O:8]CC)=[O:7])[CH3:4].O1CCCC1CO.O.Cl. (5) Given the product [CH3:15][N:16]([C:12](=[O:14])[CH2:11][C:1]1[C:10]2[C:5](=[CH:6][CH:7]=[CH:8][CH:9]=2)[CH:4]=[CH:3][CH:2]=1)[C@H:17]1[CH2:36][N:21]2[C:22]3[C:27]([C:28]([CH2:29][C:30]([OH:32])=[O:31])=[C:20]2[CH2:19][CH2:18]1)=[CH:26][CH:25]=[CH:24][CH:23]=3, predict the reactants needed to synthesize it. The reactants are: [C:1]1([CH2:11][C:12]([OH:14])=O)[C:10]2[C:5](=[CH:6][CH:7]=[CH:8][CH:9]=2)[CH:4]=[CH:3][CH:2]=1.[CH3:15][NH:16][C@H:17]1[CH2:36][N:21]2[C:22]3[C:27]([C:28]([CH2:29][C:30]([O:32]CCC)=[O:31])=[C:20]2[CH2:19][CH2:18]1)=[CH:26][CH:25]=[CH:24][CH:23]=3. (6) Given the product [OH:15]/[N:14]=[C:1](/[C:3]1[C:4]([C:10]([F:13])([F:11])[F:12])=[N+:5]([O-:9])[CH:6]=[CH:7][CH:8]=1)\[NH2:2], predict the reactants needed to synthesize it. The reactants are: [C:1]([C:3]1[C:4]([C:10]([F:13])([F:12])[F:11])=[N+:5]([O-:9])[CH:6]=[CH:7][CH:8]=1)#[N:2].[NH2:14][OH:15]. (7) Given the product [Br:27][CH2:19][C:16]1[CH:17]=[CH:18][C:13]([C:6]2[CH:7]=[CH:8][N:9]=[C:10]3[C:5]=2[N:4]=[C:3]([O:2][CH3:1])[CH:12]=[CH:11]3)=[N:14][CH:15]=1, predict the reactants needed to synthesize it. The reactants are: [CH3:1][O:2][C:3]1[CH:12]=[CH:11][C:10]2[C:5](=[C:6]([C:13]3[CH:18]=[CH:17][C:16]([CH3:19])=[CH:15][N:14]=3)[CH:7]=[CH:8][N:9]=2)[N:4]=1.C1C(=O)N([Br:27])C(=O)C1.C(OOC(=O)C1C=CC=CC=1)(=O)C1C=CC=CC=1. (8) Given the product [O:1]1[CH2:6][CH2:5][N:4]([CH2:7][CH2:8][O:9][C:10]2[CH:11]=[C:12]([NH:16][C:17]3[CH:22]=[CH:21][N:20]4[N:23]=[CH:24][C:25]([CH:26]=[C:34]5[NH:28][C:29](=[O:30])[NH:31][C:32]5=[O:33])=[C:19]4[N:18]=3)[CH:13]=[CH:14][CH:15]=2)[CH2:3][CH2:2]1, predict the reactants needed to synthesize it. The reactants are: [O:1]1[CH2:6][CH2:5][N:4]([CH2:7][CH2:8][O:9][C:10]2[CH:11]=[C:12]([NH:16][C:17]3[CH:22]=[CH:21][N:20]4[N:23]=[CH:24][C:25]([CH:26]=O)=[C:19]4[N:18]=3)[CH:13]=[CH:14][CH:15]=2)[CH2:3][CH2:2]1.[NH:28]1[CH2:34][C:32](=[O:33])[NH:31][C:29]1=[O:30].N1CCCCC1. (9) Given the product [CH:1]([C:4]1[N:5]=[C:6]([C:14]2[CH:15]=[CH:16][C:17]([C:20]([F:22])([F:23])[F:21])=[CH:18][CH:19]=2)[S:7][C:8]=1[CH:9]([CH3:13])[CH:10]=[O:11])([CH3:2])[CH3:3], predict the reactants needed to synthesize it. The reactants are: [CH:1]([C:4]1[N:5]=[C:6]([C:14]2[CH:19]=[CH:18][C:17]([C:20]([F:23])([F:22])[F:21])=[CH:16][CH:15]=2)[S:7][C:8]=1[C:9]([CH3:13])=[CH:10][O:11]C)([CH3:3])[CH3:2].Cl. (10) Given the product [CH3:1][C:2]1[N:3]=[N:4][N:5]([C:7]2[CH:12]=[CH:11][C:10]([NH2:13])=[CH:9][CH:8]=2)[N:6]=1, predict the reactants needed to synthesize it. The reactants are: [CH3:1][C:2]1[N:3]=[N:4][N:5]([C:7]2[CH:12]=[CH:11][C:10]([N+:13]([O-])=O)=[CH:9][CH:8]=2)[N:6]=1.